From a dataset of HIV replication inhibition screening data with 41,000+ compounds from the AIDS Antiviral Screen. Binary Classification. Given a drug SMILES string, predict its activity (active/inactive) in a high-throughput screening assay against a specified biological target. The compound is O=C1OCCCCOC(=O)c2ccccc2SSc2ccccc21. The result is 0 (inactive).